This data is from Full USPTO retrosynthesis dataset with 1.9M reactions from patents (1976-2016). The task is: Predict the reactants needed to synthesize the given product. (1) The reactants are: [OH:1][N:2]([CH3:10])[C:3](=[O:9])[O:4][C:5]([CH3:8])([CH3:7])[CH3:6].Br[CH:12]1[CH2:16][CH2:15][O:14][CH2:13]1.C([O-])([O-])=O.[Cs+].[Cs+]. Given the product [CH3:10][N:2]([O:1][CH:12]1[CH2:16][CH2:15][O:14][CH2:13]1)[C:3](=[O:9])[O:4][C:5]([CH3:8])([CH3:7])[CH3:6], predict the reactants needed to synthesize it. (2) Given the product [CH2:1]([N:3]([CH3:27])[C:4]([C:6]1[CH:10]=[C:9]([C:11]2[CH:16]=[CH:15][C:14]([CH2:17][NH2:18])=[CH:13][N:12]=2)[N:8]([C:19]2[N:20]=[N:21][C:22]([O:25][CH3:26])=[CH:23][CH:24]=2)[N:7]=1)=[O:5])[CH3:2], predict the reactants needed to synthesize it. The reactants are: [CH2:1]([N:3]([CH3:27])[C:4]([C:6]1[CH:10]=[C:9]([C:11]2[CH:16]=[CH:15][C:14]([C:17]#[N:18])=[CH:13][N:12]=2)[N:8]([C:19]2[N:20]=[N:21][C:22]([O:25][CH3:26])=[CH:23][CH:24]=2)[N:7]=1)=[O:5])[CH3:2].N. (3) Given the product [CH3:25][CH:24]([O:23][C:21]1[CH:22]=[C:8]([O:7][C:34]2[CH:35]=[CH:36][C:31]([C:30]([O:29][CH2:27][CH3:28])=[O:38])=[CH:32][CH:33]=2)[CH:9]=[C:10]([C:11]([NH:13][C:14]2[CH:18]=[CH:17][N:16]([CH3:19])[N:15]=2)=[O:12])[CH:20]=1)[CH3:26], predict the reactants needed to synthesize it. The reactants are: C(=O)([O-])[O-].[K+].[K+].[OH:7][C:8]1[CH:9]=[C:10]([CH:20]=[C:21]([O:23][CH:24]([CH3:26])[CH3:25])[CH:22]=1)[C:11]([NH:13][C:14]1[CH:18]=[CH:17][N:16]([CH3:19])[N:15]=1)=[O:12].[CH2:27]([O:29][C:30](=[O:38])[C:31]1[CH:36]=[CH:35][C:34](F)=[CH:33][CH:32]=1)[CH3:28].CCOCC.